Dataset: Reaction yield outcomes from USPTO patents with 853,638 reactions. Task: Predict the reaction yield, written as a fraction of the theoretical maximum amount of product (1.0 means a 100% yield; for example, 0.34 means a 34% yield). (1) The reactants are O(S(C(F)(F)F)(=O)=O)S(C(F)(F)F)(=O)=O.[CH2:16]([O:23][N:24]1[C:30](=[O:31])[N:29]2[CH2:32][C@H:25]1[CH2:26][CH2:27][C@H:28]2[C:33]([NH:35][NH:36][C:37](=[O:41])[C:38]([NH2:40])=[O:39])=O)[C:17]1[CH:22]=[CH:21][CH:20]=[CH:19][CH:18]=1.N1C=CC=CC=1. The catalyst is C(Cl)Cl. The product is [CH2:16]([O:23][N:24]1[C:30](=[O:31])[N:29]2[CH2:32][C@H:25]1[CH2:26][CH2:27][C@H:28]2[C:33]1[O:41][C:37]([C:38]([NH2:40])=[O:39])=[N:36][N:35]=1)[C:17]1[CH:22]=[CH:21][CH:20]=[CH:19][CH:18]=1. The yield is 0.470. (2) The reactants are [CH3:1][C:2]([C:6]1[C:11]([C:12]([F:15])([F:14])[F:13])=[CH:10][C:9]([N+:16]([O-])=O)=[CH:8][N:7]=1)([CH3:5])[CH:3]=[O:4].CC(=O)OCC. The catalyst is [Ni].CO. The product is [NH2:16][C:9]1[CH:10]=[C:11]([C:12]([F:15])([F:13])[F:14])[C:6]([C:2]([CH3:5])([CH3:1])[CH2:3][OH:4])=[N:7][CH:8]=1. The yield is 0.670. (3) The reactants are C(O[C:9]([NH:11][C:12]1[S:13][CH:14]=[C:15]([C:24]2[N:28]([CH3:29])[N:27]=[C:26]([C:30]([F:33])([F:32])[F:31])[CH:25]=2)[C:16]=1[C:17]([O:19][C:20]([CH3:23])([CH3:22])[CH3:21])=[O:18])=[O:10])C1C=CC=CC=1.CCN([CH:40]([CH3:42])[CH3:41])C(C)C. The catalyst is CN(C1C=CN=CC=1)C.ClCCl. The product is [O:19]1[C:17]2[CH:16]=[CH:12][CH:42]=[CH:40][C:41]=2[CH:21]=[C:20]1[C:9]([NH:11][C:12]1[S:13][CH:14]=[C:15]([C:24]2[N:28]([CH3:29])[N:27]=[C:26]([C:30]([F:33])([F:31])[F:32])[CH:25]=2)[C:16]=1[C:17]([O:19][C:20]([CH3:23])([CH3:22])[CH3:21])=[O:18])=[O:10]. The yield is 0.870. (4) The reactants are [C:1]([O:5][C:6]([N:8]([C@H:16]1[CH2:24][CH2:23][CH2:22][C@H:21]([O:25][CH2:26][C:27]([CH3:29])=[CH2:28])[C@@H:20]([OH:30])[C@H:19]([CH3:31])[O:18][C:17]1=[O:32])[C:9](=[O:15])[O:10][C:11]([CH3:14])([CH3:13])[CH3:12])=[O:7])([CH3:4])([CH3:3])[CH3:2].[CH3:33]N(C1C2C(N(C)C)=CC=CC=2C=CC=1)C.F[B-](F)(F)F.C[O+](C)C.C([O-])(O)=O.[Na+]. The catalyst is C(Cl)Cl. The product is [C:11]([O:10][C:9]([N:8]([C@H:16]1[CH2:24][CH2:23][CH2:22][C@H:21]([O:25][CH2:26][C:27]([CH3:29])=[CH2:28])[C@@H:20]([O:30][CH3:33])[C@H:19]([CH3:31])[O:18][C:17]1=[O:32])[C:6](=[O:7])[O:5][C:1]([CH3:2])([CH3:4])[CH3:3])=[O:15])([CH3:14])([CH3:13])[CH3:12]. The yield is 1.00. (5) The reactants are [Br:1][C:2]1[CH:7]=[C:6]([F:8])[CH:5]=[CH:4][C:3]=1[CH:9]1[C:14]([C:15]([O:17][CH2:18][CH3:19])=[O:16])=[C:13]([CH2:20]Br)[NH:12][C:11]([C:22]2[S:23][CH:24]=[CH:25][N:26]=2)=[N:10]1.Cl.[NH:28]1[CH2:33][CH2:32][O:31][CH2:30][CH:29]1[CH2:34][C:35]([OH:37])=[O:36]. No catalyst specified. The product is [Br:1][C:2]1[CH:7]=[C:6]([F:8])[CH:5]=[CH:4][C:3]=1[CH:9]1[N:10]=[C:11]([C:22]2[S:23][CH:24]=[CH:25][N:26]=2)[NH:12][C:13]([CH2:20][N:28]2[CH2:33][CH2:32][O:31][CH2:30][CH:29]2[CH2:34][C:35]([OH:37])=[O:36])=[C:14]1[C:15]([O:17][CH2:18][CH3:19])=[O:16]. The yield is 0.720. (6) The reactants are [CH3:1][O:2][C:3]1[CH:4]=[C:5]2[C:10](=[CH:11][C:12]=1[O:13][CH2:14][CH:15]1[CH2:17][O:16]1)[N:9]=[CH:8][CH:7]=[C:6]2[O:18][C:19]1[CH:24]=[CH:23][C:22]([CH3:25])=[CH:21][C:20]=1[C:26]([C:28]1[CH:33]=[CH:32][CH:31]=[CH:30][CH:29]=1)=[O:27].[CH2:34]([NH:36][CH2:37][CH3:38])[CH3:35].O. The catalyst is CN(C)C=O. The product is [CH2:34]([N:36]([CH2:37][CH3:38])[CH2:17][CH:15]([OH:16])[CH2:14][O:13][C:12]1[CH:11]=[C:10]2[C:5]([C:6]([O:18][C:19]3[CH:24]=[CH:23][C:22]([CH3:25])=[CH:21][C:20]=3[C:26]([C:28]3[CH:29]=[CH:30][CH:31]=[CH:32][CH:33]=3)=[O:27])=[CH:7][CH:8]=[N:9]2)=[CH:4][C:3]=1[O:2][CH3:1])[CH3:35]. The yield is 0.460. (7) The reactants are [Cl:1][C:2]1[CH:3]=[C:4]2[C:9](=[C:10]([Cl:12])[CH:11]=1)[CH:8]=[N:7][C:6]([NH2:13])=[CH:5]2.[C:14](N1C=CC=CC1=O)(N1C=CC=CC1=O)=[S:15]. The catalyst is ClCCl. The product is [Cl:1][C:2]1[CH:3]=[C:4]2[C:9](=[C:10]([Cl:12])[CH:11]=1)[CH:8]=[N:7][C:6]([N:13]=[C:14]=[S:15])=[CH:5]2. The yield is 0.619.